This data is from hERG Central: cardiac toxicity at 1µM, 10µM, and general inhibition. The task is: Predict hERG channel inhibition at various concentrations. (1) The drug is Br.COCCn1c(-c2ccccc2)csc1=Nc1cccnc1. Results: hERG_inhib (hERG inhibition (general)): blocker. (2) The drug is O=C(NCCc1nc2ccccc2[nH]1)/C(=C/c1ccc2c(c1)OCO2)NC(=O)c1ccc(Cl)cc1Cl. Results: hERG_inhib (hERG inhibition (general)): blocker. (3) The drug is O=C(NC1CC2CCCC(C1)N2CC(=O)N1CCCc2ccccc21)C1CCCCC1. Results: hERG_inhib (hERG inhibition (general)): blocker. (4) The drug is COc1ccccc1N1CCN(CCCOc2ccc(F)cc2)CC1. Results: hERG_inhib (hERG inhibition (general)): blocker. (5) The compound is COc1ccc(OC)c(NC(=O)c2ccccc2NC(=O)c2ccco2)c1. Results: hERG_inhib (hERG inhibition (general)): blocker. (6) The molecule is O=C(Nc1ncc2c(n1)CC(c1ccc(Cl)cc1)CC2=O)c1ccco1. Results: hERG_inhib (hERG inhibition (general)): blocker.